Dataset: Full USPTO retrosynthesis dataset with 1.9M reactions from patents (1976-2016). Task: Predict the reactants needed to synthesize the given product. (1) Given the product [CH2:6]1[C:1]2[NH:15][C:9]3[C:10](=[CH:11][CH:12]=[CH:13][CH:14]=3)[C:2]=2[C:3](=[O:7])[CH2:4][CH2:5]1, predict the reactants needed to synthesize it. The reactants are: [C:1]1(=O)[CH2:6][CH2:5][CH2:4][C:3](=[O:7])[CH2:2]1.[C:9]1([NH:15]N)[CH:14]=[CH:13][CH:12]=[CH:11][CH:10]=1.C(O)(C(F)(F)F)=O. (2) Given the product [Br:18][C:15]1[CH2:22][C:13](/[C:5](=[CH:6]/[CH:7]2[CH2:8][CH2:9][CH2:10][CH2:11][CH2:12]2)/[C:4]([OH:3])=[O:19])=[CH:17][CH:16]=1, predict the reactants needed to synthesize it. The reactants are: C([O:3][C:4](=[O:19])/[C:5](/[C:13]1S[C:15]([Br:18])=[CH:16][CH:17]=1)=[CH:6]/[CH:7]1[CH2:12][CH2:11][CH2:10][CH2:9][CH2:8]1)C.[OH-].[Na+].[CH3:22]O.